Dataset: NCI-60 drug combinations with 297,098 pairs across 59 cell lines. Task: Regression. Given two drug SMILES strings and cell line genomic features, predict the synergy score measuring deviation from expected non-interaction effect. (1) Drug 1: C(=O)(N)NO. Drug 2: C1CN(CCN1C(=O)CCBr)C(=O)CCBr. Cell line: SF-539. Synergy scores: CSS=25.1, Synergy_ZIP=-2.92, Synergy_Bliss=4.14, Synergy_Loewe=-7.22, Synergy_HSA=4.39. (2) Drug 1: CC1=C2C(C(=O)C3(C(CC4C(C3C(C(C2(C)C)(CC1OC(=O)C(C(C5=CC=CC=C5)NC(=O)C6=CC=CC=C6)O)O)OC(=O)C7=CC=CC=C7)(CO4)OC(=O)C)O)C)OC(=O)C. Drug 2: C1C(C(OC1N2C=NC(=NC2=O)N)CO)O. Cell line: U251. Synergy scores: CSS=9.85, Synergy_ZIP=-13.3, Synergy_Bliss=-16.3, Synergy_Loewe=-38.4, Synergy_HSA=-15.1. (3) Cell line: SF-295. Drug 1: C1C(C(OC1N2C=NC3=C2NC=NCC3O)CO)O. Drug 2: N.N.Cl[Pt+2]Cl. Synergy scores: CSS=35.3, Synergy_ZIP=-2.68, Synergy_Bliss=-1.85, Synergy_Loewe=-8.03, Synergy_HSA=-1.82.